Task: Predict the reactants needed to synthesize the given product.. Dataset: Full USPTO retrosynthesis dataset with 1.9M reactions from patents (1976-2016) (1) Given the product [CH3:1][C:2]([NH:10][C:11]([C:13]1[CH:18]=[N:17][C:16]([CH:28]2[CH2:30][CH2:29]2)=[C:15]([C:20]2[CH:25]=[CH:24][CH:23]=[C:22]([Cl:26])[CH:21]=2)[N:14]=1)=[O:12])([C:4]1[N:8]=[C:7]([CH3:9])[O:6][N:5]=1)[CH3:3], predict the reactants needed to synthesize it. The reactants are: [CH3:1][C:2]([NH:10][C:11]([C:13]1[CH:18]=[N:17][C:16](Br)=[C:15]([C:20]2[CH:25]=[CH:24][CH:23]=[C:22]([Cl:26])[CH:21]=2)[N:14]=1)=[O:12])([C:4]1[N:8]=[C:7]([CH3:9])[O:6][N:5]=1)[CH3:3].[Br-].[CH:28]1([Zn+])[CH2:30][CH2:29]1. (2) Given the product [Cl:2][C:3]1[CH:8]=[CH:7][CH:6]=[C:5]([Cl:9])[C:4]=1[CH2:10][C:11]1[N:12]=[C:17]([OH:18])[CH:16]=[C:15]([OH:22])[N:13]=1, predict the reactants needed to synthesize it. The reactants are: Cl.[Cl:2][C:3]1[CH:8]=[CH:7][CH:6]=[C:5]([Cl:9])[C:4]=1[CH2:10][C:11](=[NH:13])[NH2:12].[Na].[C:15](OCC)(=[O:22])[CH2:16][C:17](OCC)=[O:18].